Dataset: Full USPTO retrosynthesis dataset with 1.9M reactions from patents (1976-2016). Task: Predict the reactants needed to synthesize the given product. (1) Given the product [CH2:19]([CH:23]1[CH2:28][CH2:27][N:26]([CH2:2][C@@H:3]([CH3:18])[CH2:4][N:5]2[C:10]3[CH:11]=[C:12]([O:15][CH3:16])[CH:13]=[CH:14][C:9]=3[O:8][CH2:7][C:6]2=[O:17])[CH2:25][CH2:24]1)[CH2:20][CH2:21][CH3:22], predict the reactants needed to synthesize it. The reactants are: I[CH2:2][C@@H:3]([CH3:18])[CH2:4][N:5]1[C:10]2[CH:11]=[C:12]([O:15][CH3:16])[CH:13]=[CH:14][C:9]=2[O:8][CH2:7][C:6]1=[O:17].[CH2:19]([CH:23]1[CH2:28][CH2:27][NH:26][CH2:25][CH2:24]1)[CH2:20][CH2:21][CH3:22]. (2) Given the product [Br:9][C:10]1[C:11]2[N:12]([C:29](=[O:30])[NH:23][N:22]=2)[CH:13]=[C:14]([C:16]2[CH:21]=[CH:20][CH:19]=[CH:18][CH:17]=2)[N:15]=1, predict the reactants needed to synthesize it. The reactants are: FC(F)(F)S(O)(=O)=O.[Br:9][C:10]1[C:11]([NH:22][NH2:23])=[N:12][CH:13]=[C:14]([C:16]2[CH:21]=[CH:20][CH:19]=[CH:18][CH:17]=2)[N:15]=1.C1N=CN([C:29](N2C=NC=C2)=[O:30])C=1. (3) Given the product [CH3:61][O:60][C:40]1[CH:41]=[C:42]([CH:58]=[CH:59][C:39]=1[O:38][CH2:37][C:27]1[N:28]=[C:29]([C:31]2[CH:36]=[CH:35][CH:34]=[CH:33][CH:32]=2)[O:30][C:26]=1[CH3:25])[CH2:43][N:44]1[C:56]2[CH:55]=[CH:54][CH:53]=[C:52]([O:57][CH:2]([C:8]3[CH:13]=[CH:12][CH:11]=[CH:10][CH:9]=3)[C:3]([O:5][CH2:6][CH3:7])=[O:4])[C:51]=2[C:50]2[C:45]1=[CH:46][CH:47]=[CH:48][CH:49]=2, predict the reactants needed to synthesize it. The reactants are: Br[CH:2]([C:8]1[CH:13]=[CH:12][CH:11]=[CH:10][CH:9]=1)[C:3]([O:5][CH2:6][CH3:7])=[O:4].C(=O)([O-])[O-].[K+].[K+].CN(C)C=O.[CH3:25][C:26]1[O:30][C:29]([C:31]2[CH:36]=[CH:35][CH:34]=[CH:33][CH:32]=2)=[N:28][C:27]=1[CH2:37][O:38][C:39]1[CH:59]=[CH:58][C:42]([CH2:43][N:44]2[C:56]3[CH:55]=[CH:54][CH:53]=[C:52]([OH:57])[C:51]=3[C:50]3[C:45]2=[CH:46][CH:47]=[CH:48][CH:49]=3)=[CH:41][C:40]=1[O:60][CH3:61]. (4) Given the product [C:32]([O:31][C:29](=[O:30])[CH2:28][N:1]1[C:9]2[C:4](=[CH:5][CH:6]=[CH:7][CH:8]=2)[C:3]([C:10]2[C:14]3[CH:15]=[CH:16][CH:17]=[CH:18][C:13]=3[S:12](=[O:19])(=[O:20])[N:11]=2)=[CH:2]1)([CH3:35])([CH3:34])[CH3:33], predict the reactants needed to synthesize it. The reactants are: [NH:1]1[C:9]2[C:4](=[CH:5][CH:6]=[CH:7][CH:8]=2)[C:3]([C:10]2[C:14]3[CH:15]=[CH:16][CH:17]=[CH:18][C:13]=3[S:12](=[O:20])(=[O:19])[N:11]=2)=[CH:2]1.C([O-])([O-])=O.[K+].[K+].Br[CH2:28][C:29]([O:31][C:32]([CH3:35])([CH3:34])[CH3:33])=[O:30]. (5) The reactants are: [CH3:1][C:2]1[C:6]([CH3:7])=[C:5]([C:8]([OH:10])=O)[NH:4][N:3]=1.F[P-](F)(F)(F)(F)F.N1(O[P+](N2CCCC2)(N2CCCC2)N2CCCC2)C2C=CC=CC=2N=N1.C(N(CC)C(C)C)(C)C.[F:53][C:54]1[CH:59]=[CH:58][C:57]([C:60]2[CH:69]=[C:63]3[N:64]=[CH:65][C:66]([NH2:68])=[CH:67][N:62]3[N:61]=2)=[CH:56][CH:55]=1. Given the product [F:53][C:54]1[CH:55]=[CH:56][C:57]([C:60]2[CH:69]=[C:63]3[N:64]=[CH:65][C:66]([NH:68][C:8]([C:5]4[C:6]([CH3:7])=[C:2]([CH3:1])[NH:3][N:4]=4)=[O:10])=[CH:67][N:62]3[N:61]=2)=[CH:58][CH:59]=1, predict the reactants needed to synthesize it. (6) The reactants are: [Cl:1][C:2]1[N:10]=[C:9]2[C:5]([N:6]=[CH:7][N:8]2[C@@H:11]2[CH2:15][CH2:14][O:13][CH2:12]2)=[C:4](Cl)[N:3]=1.[NH2:17][CH2:18][CH2:19][C:20]1[CH:25]=[CH:24][C:23]([OH:26])=[CH:22][CH:21]=1. Given the product [Cl:1][C:2]1[N:10]=[C:9]2[C:5]([N:6]=[CH:7][N:8]2[C@@H:11]2[CH2:15][CH2:14][O:13][CH2:12]2)=[C:4]([NH:17][CH2:18][CH2:19][C:20]2[CH:25]=[CH:24][C:23]([OH:26])=[CH:22][CH:21]=2)[N:3]=1, predict the reactants needed to synthesize it. (7) Given the product [Cl:24][C:18]1[CH:19]=[C:20]([Cl:23])[CH:21]=[CH:22][C:17]=1[S:16][C:15]1[S:14][C:13]([C:25](=[O:27])[CH3:26])=[CH:12][C:11]=1[I:1], predict the reactants needed to synthesize it. The reactants are: [I:1]I.N(OC(C)(C)C)=O.N[C:11]1[CH:12]=[C:13]([C:25](=[O:27])[CH3:26])[S:14][C:15]=1[S:16][C:17]1[CH:22]=[CH:21][C:20]([Cl:23])=[CH:19][C:18]=1[Cl:24]. (8) Given the product [C:8]1([N:7]2[C:1]3[C:2](=[CH:3][CH:4]=[CH:5][CH:6]=3)[C:15](=[O:16])[C:14]2=[O:18])[CH:9]=[CH:10][CH:11]=[CH:12][CH:13]=1, predict the reactants needed to synthesize it. The reactants are: [C:1]1([NH:7][C:8]2[CH:13]=[CH:12][CH:11]=[CH:10][CH:9]=2)[CH:6]=[CH:5][CH:4]=[CH:3][CH:2]=1.[C:14](Cl)(=[O:18])[C:15](Cl)=[O:16].Cl. (9) The reactants are: Cl.[F:2][C:3]1[CH:12]=[CH:11][C:10]([O:13][CH2:14][CH2:15][CH3:16])=[C:9]2[C:4]=1[C:5](=[O:39])[C:6]([C:23]1[CH:28]=[CH:27][C:26]([O:29][CH2:30][CH2:31][O:32]C3CCCCO3)=[CH:25][CH:24]=1)=[CH:7][N:8]2[CH2:17][C:18]([O:20][CH2:21][CH3:22])=[O:19]. Given the product [CH2:21]([O:20][C:18](=[O:19])[CH2:17][N:8]1[C:9]2[C:4](=[C:3]([F:2])[CH:12]=[CH:11][C:10]=2[O:13][CH2:14][CH2:15][CH3:16])[C:5](=[O:39])[C:6]([C:23]2[CH:28]=[CH:27][C:26]([O:29][CH2:30][CH2:31][OH:32])=[CH:25][CH:24]=2)=[CH:7]1)[CH3:22], predict the reactants needed to synthesize it.